From a dataset of Forward reaction prediction with 1.9M reactions from USPTO patents (1976-2016). Predict the product of the given reaction. (1) Given the reactants [Cl:1][C:2]1[CH:7]=[CH:6][CH:5]=[CH:4][C:3]=1[S:8]([NH:11][C:12]1[C:17]([C:18]2[CH:23]=[CH:22][C:21]([CH2:24]Cl)=[CH:20][CH:19]=2)=[N:16][CH:15]=[CH:14][N:13]=1)(=[O:10])=[O:9].[OH:26][C:27]1[CH:28]=[C:29]2[C:34](=[CH:35][CH:36]=1)[CH2:33][CH2:32][CH2:31][CH2:30]2, predict the reaction product. The product is: [Cl:1][C:2]1[CH:7]=[CH:6][CH:5]=[CH:4][C:3]=1[S:8]([NH:11][C:12]1[C:17]([C:18]2[CH:19]=[CH:20][C:21]([CH2:24][O:26][C:27]3[CH:36]=[CH:35][C:34]4[CH2:33][CH2:32][CH2:31][CH2:30][C:29]=4[CH:28]=3)=[CH:22][CH:23]=2)=[N:16][CH:15]=[CH:14][N:13]=1)(=[O:9])=[O:10]. (2) The product is: [C:20]([C:24]1[O:28][N:27]=[C:26]([NH:29][C:30]([NH:32][C:33]2[CH:38]=[CH:37][CH:36]=[C:35]([O:39][C:40]3[C:49]4[C:44](=[CH:45][C:46]([O:56][CH3:57])=[C:47]([O:50][C@H:51]5[CH2:55][CH2:54][N:53]([CH2:12][CH:13]([F:15])[F:14])[CH2:52]5)[CH:48]=4)[N:43]=[CH:42][N:41]=3)[CH:34]=2)=[O:31])[CH:25]=1)([CH3:23])([CH3:21])[CH3:22]. Given the reactants C([O-])(O)=O.[Na+].FC(F)(F)S(O[CH2:12][CH:13]([F:15])[F:14])(=O)=O.Cl.Cl.[C:20]([C:24]1[O:28][N:27]=[C:26]([NH:29][C:30]([NH:32][C:33]2[CH:38]=[CH:37][CH:36]=[C:35]([O:39][C:40]3[C:49]4[C:44](=[CH:45][C:46]([O:56][CH3:57])=[C:47]([O:50][C@H:51]5[CH2:55][CH2:54][NH:53][CH2:52]5)[CH:48]=4)[N:43]=[CH:42][N:41]=3)[CH:34]=2)=[O:31])[CH:25]=1)([CH3:23])([CH3:22])[CH3:21], predict the reaction product. (3) Given the reactants Br[C:2]1[CH:3]=[C:4]2[C:8](=[CH:9][CH:10]=1)[N:7]([CH2:11][C:12]1[CH:17]=[CH:16][C:15]([O:18][CH3:19])=[CH:14][CH:13]=1)[N:6]=[C:5]2[CH3:20].[C-:21]#[N:22].[Na+].C(OCC)(=O)C.O, predict the reaction product. The product is: [C:21]([C:2]1[CH:3]=[C:4]2[C:8](=[CH:9][CH:10]=1)[N:7]([CH2:11][C:12]1[CH:17]=[CH:16][C:15]([O:18][CH3:19])=[CH:14][CH:13]=1)[N:6]=[C:5]2[CH3:20])#[N:22]. (4) Given the reactants [NH2:1][C:2]1[C:3]([NH:18][CH:19]2[CH2:24][CH2:23][N:22]([C:25]([O:27][C:28]([CH3:31])([CH3:30])[CH3:29])=[O:26])[CH2:21][CH2:20]2)=[N:4][C:5]([C:8]2[CH:17]=[CH:16][C:15]3[C:10](=[CH:11][CH:12]=[CH:13][CH:14]=3)[CH:9]=2)=[CH:6][CH:7]=1.[CH2:32](OC(OCC)OCC)C, predict the reaction product. The product is: [CH:9]1[C:10]2[C:15](=[CH:14][CH:13]=[CH:12][CH:11]=2)[CH:16]=[CH:17][C:8]=1[C:5]1[N:4]=[C:3]2[N:18]([CH:19]3[CH2:24][CH2:23][N:22]([C:25]([O:27][C:28]([CH3:31])([CH3:30])[CH3:29])=[O:26])[CH2:21][CH2:20]3)[CH:32]=[N:1][C:2]2=[CH:7][CH:6]=1. (5) Given the reactants [CH2:1]([Mg]Br)[CH2:2][CH2:3][CH2:4][CH2:5][CH2:6][CH2:7][CH3:8].[CH2:11]([C:19]#N)[CH2:12][CH2:13][CH2:14][CH2:15][CH2:16][CH2:17][CH3:18].C([O:23]CC)C, predict the reaction product. The product is: [CH3:8][CH2:7][CH2:6][CH2:5][CH2:4][CH2:3][CH2:2][CH2:1][C:19](=[O:23])[CH2:11][CH2:12][CH2:13][CH2:14][CH2:15][CH2:16][CH2:17][CH3:18]. (6) Given the reactants [F:1][C:2]1[CH:3]=[C:4]([C:8]2[C:9](=[O:24])[NH:10][N:11]=[CH:12][C:13]=2[C:14]2[CH:19]=[CH:18][C:17]([S:20]([CH3:23])(=[O:22])=[O:21])=[CH:16][CH:15]=2)[CH:5]=[CH:6][CH:7]=1.N, predict the reaction product. The product is: [F:1][C:2]1[CH:3]=[CH:4][C:5]([N:10]2[C:9](=[O:24])[C:8]([C:4]3[CH:5]=[CH:6][CH:7]=[C:2]([F:1])[CH:3]=3)=[C:13]([C:14]3[CH:19]=[CH:18][C:17]([S:20]([CH3:23])(=[O:21])=[O:22])=[CH:16][CH:15]=3)[CH:12]=[N:11]2)=[CH:6][CH:7]=1.